Dataset: Experimentally validated miRNA-target interactions with 360,000+ pairs, plus equal number of negative samples. Task: Binary Classification. Given a miRNA mature sequence and a target amino acid sequence, predict their likelihood of interaction. (1) The miRNA is hsa-miR-656-3p with sequence AAUAUUAUACAGUCAACCUCU. The protein sequence of the target gene is MATTHAQGHQPVLGNDTLREHYDYVGKLAGRLRDPPEGGTLITTILFLVTCSFIVLENLMVLIAIWKNNKFHNRMYFFIGNLALCDLLAGIAYKVNILMSGRKTFSLSPTVWFLREGSMFVALGASTCSLLAIAIERHLTMIKMRPYDANKKHRVFLLIGMCWLIAFSLGALPILGWNCLENFPDCSTILPLYSKKYIAFLISIFTAILVTIVILYARIYCLVKSSSRRVANHNSERSMALLRTVVIVVSVFIACWSPLFILFLIDVACRAKECSILFKSQWFIMLAVLNSAMNPVIYTL.... Result: 0 (no interaction). (2) The miRNA is hsa-miR-5591-5p with sequence UGGGAGCUAAGCUAUGGGUAU. The protein sequence of the target gene is MGQPWAAGSTDGAPAQLPLVLTALWAAAVGLELAYVLVLGPGPPPLGPLARALQLALAAFQLLNLLGNVGLFLRSDPSIRGVMLAGRGLGQGWAYCYQCQSQVPPRSGHCSACRVCILRRDHHCRLLGRCVGFGNYRPFLCLLLHAAGVLLHVSVLLGPALSALLRAHTPLHMAALLLLPWLMLLTGRVSLAQFALAFVTDTCVAGALLCGAGLLFHGMLLLRGQTTWEWARGQHSYDLGPCHNLQAALGPRWALVWLWPFLASPLPGDGITFQTTADVGHTAS. Result: 0 (no interaction).